This data is from Full USPTO retrosynthesis dataset with 1.9M reactions from patents (1976-2016). The task is: Predict the reactants needed to synthesize the given product. (1) The reactants are: CO[C:3](=[O:31])[CH2:4][O:5][C:6]1[CH:11]=[CH:10][CH:9]=[CH:8][C:7]=1[N:12]([C:14](=[O:30])[C:15]1[CH:20]=[CH:19][C:18]([Cl:21])=[C:17]([C:22]2[CH:23]=[N:24][C:25]([Cl:29])=[CH:26][C:27]=2[CH3:28])[CH:16]=1)[CH3:13].[NH3:32]. Given the product [C:3]([CH2:4][O:5][C:6]1[CH:11]=[CH:10][CH:9]=[CH:8][C:7]=1[N:12]([CH3:13])[C:14](=[O:30])[C:15]1[CH:20]=[CH:19][C:18]([Cl:21])=[C:17]([C:22]2[CH:23]=[N:24][C:25]([Cl:29])=[CH:26][C:27]=2[CH3:28])[CH:16]=1)(=[O:31])[NH2:32], predict the reactants needed to synthesize it. (2) Given the product [CH3:17][O:15][C:14](=[O:16])[CH2:13][C:9]1[CH:10]=[CH:11][CH:12]=[C:7]([OH:6])[CH:8]=1, predict the reactants needed to synthesize it. The reactants are: OS(O)(=O)=O.[OH:6][C:7]1[CH:8]=[C:9]([CH2:13][C:14]([OH:16])=[O:15])[CH:10]=[CH:11][CH:12]=1.[CH:17](Cl)(Cl)Cl. (3) Given the product [CH2:30]([O:32][C:7]([C:8]1[N:16]=[C:15]([C:12]2[CH:11]=[CH:10][C:9]([CH2:8][CH2:7][O:6][Si:5]([C:1]([CH3:4])([CH3:2])[CH3:3])([C:24]3[CH:29]=[CH:28][CH:27]=[CH:26][CH:25]=3)[C:18]3[CH:19]=[CH:20][CH:21]=[CH:22][CH:23]=3)=[CH:14][N:13]=2)[S:17][CH:9]=1)=[O:6])[CH3:31], predict the reactants needed to synthesize it. The reactants are: [C:1]([Si:5]([C:24]1[CH:29]=[CH:28][CH:27]=[CH:26][CH:25]=1)([C:18]1[CH:23]=[CH:22][CH:21]=[CH:20][CH:19]=1)[O:6][CH2:7][CH2:8][C:9]1[CH:10]=[CH:11][C:12]([C:15](=[S:17])[NH2:16])=[N:13][CH:14]=1)([CH3:4])([CH3:3])[CH3:2].[CH2:30]([OH:32])[CH3:31]. (4) Given the product [CH2:1]([N:4]([CH2:10][CH2:11][CH3:12])[CH2:5][CH2:6][CH2:7][CH2:8][N:48]1[CH2:47][CH2:46][C:45]2[C:50](=[CH:51][CH:52]=[C:43]([C:41]([N:40]([CH2:53][C:54]3[N:55]([CH2:59][O:60][CH2:61][CH2:62][Si:63]([CH3:66])([CH3:65])[CH3:64])[CH:56]=[CH:57][N:58]=3)[CH2:39][C:35]3[N:34]([CH2:33][O:32][CH2:31][CH2:30][Si:29]([CH3:67])([CH3:68])[CH3:28])[CH:38]=[CH:37][N:36]=3)=[O:42])[CH:44]=2)[CH2:49]1)[CH2:2][CH3:3], predict the reactants needed to synthesize it. The reactants are: [CH2:1]([N:4]([CH2:10][CH2:11][CH3:12])[CH2:5][CH2:6][CH2:7][CH:8]=O)[CH2:2][CH3:3].C[Si](C)(C)CCOCN1C=CN=C1C=O.[CH3:28][Si:29]([CH3:68])([CH3:67])[CH2:30][CH2:31][O:32][CH2:33][N:34]1[CH:38]=[CH:37][N:36]=[C:35]1[CH2:39][N:40]([CH2:53][C:54]1[N:55]([CH2:59][O:60][CH2:61][CH2:62][Si:63]([CH3:66])([CH3:65])[CH3:64])[CH:56]=[CH:57][N:58]=1)[C:41]([C:43]1[CH:44]=[C:45]2[C:50](=[CH:51][CH:52]=1)[CH2:49][NH:48][CH2:47][CH2:46]2)=[O:42]. (5) The reactants are: Cl[C:2]1[N:7]=[C:6]([CH3:8])[C:5]([N+:9]([O-:11])=[O:10])=[CH:4][CH:3]=1.C([O-])([O-])=O.[K+].[K+].Cl.[F:19][C:20]1([F:25])[CH2:24][CH2:23][NH:22][CH2:21]1. Given the product [F:19][C:20]1([F:25])[CH2:24][CH2:23][N:22]([C:2]2[N:7]=[C:6]([CH3:8])[C:5]([N+:9]([O-:11])=[O:10])=[CH:4][CH:3]=2)[CH2:21]1, predict the reactants needed to synthesize it. (6) The reactants are: [CH:1]([C:4]1[O:8][N:7]=[C:6]([N:9]2[CH2:14][CH2:13][N:12](C(OC(C)(C)C)=O)[C@H:11]([CH3:22])[CH2:10]2)[N:5]=1)([CH3:3])[CH3:2].Cl.O1CCOCC1. Given the product [CH:1]([C:4]1[O:8][N:7]=[C:6]([N:9]2[CH2:14][CH2:13][NH:12][C@H:11]([CH3:22])[CH2:10]2)[N:5]=1)([CH3:3])[CH3:2], predict the reactants needed to synthesize it. (7) Given the product [Br:1][C:2]1[CH:3]=[C:4]([CH2:8][CH2:9][CH2:10][C:11]([NH:13][NH:14][C:18]([NH:17][CH2:15][CH3:16])=[O:19])=[O:12])[CH:5]=[CH:6][CH:7]=1, predict the reactants needed to synthesize it. The reactants are: [Br:1][C:2]1[CH:3]=[C:4]([CH2:8][CH2:9][CH2:10][C:11]([NH:13][NH2:14])=[O:12])[CH:5]=[CH:6][CH:7]=1.[CH2:15]([N:17]=[C:18]=[O:19])[CH3:16]. (8) Given the product [CH3:1][O:2][C:3]1[CH:11]=[CH:10][C:6]([C:7]([C:16]2[CH:17]=[CH:18][C:13]([CH3:19])=[CH:14][CH:15]=2)=[O:9])=[C:5]([CH3:12])[CH:4]=1, predict the reactants needed to synthesize it. The reactants are: [CH3:1][O:2][C:3]1[CH:11]=[CH:10][C:6]([C:7]([OH:9])=O)=[C:5]([CH3:12])[CH:4]=1.[C:13]1([CH3:19])[CH:18]=[CH:17][CH:16]=[CH:15][CH:14]=1.[Cl-].[Al+3].[Cl-].[Cl-].Cl. (9) Given the product [CH3:18][CH:19]1[CH2:24][CH2:23][N:22]([C:2]2[N:3]=[CH:4][C:5]3[C:9]([NH:11][C:12]4[NH:13][N:14]=[C:15]([CH3:17])[CH:16]=4)([N:10]=2)[N:8]=[CH:7][N:6]=3)[CH2:21][CH2:20]1, predict the reactants needed to synthesize it. The reactants are: Cl[C:2]1[N:3]=[CH:4][C:5]2[C:9]([NH:11][C:12]3[CH:16]=[C:15]([CH3:17])[NH:14][N:13]=3)([N:10]=1)[N:8]=[CH:7][N:6]=2.[CH3:18][CH:19]1[CH2:24][CH2:23][NH:22][CH2:21][CH2:20]1.C(=O)([O-])[O-].[K+].[K+]. (10) Given the product [CH3:18][O:19][C:20]1[CH:21]=[C:22]([NH:28][C:29]([NH:1][C:2]2[CH:13]=[CH:12][C:5]([O:6][CH2:7][C:8]([O:10][CH3:11])=[O:9])=[C:4]([C:14](=[O:17])[CH2:15][CH3:16])[CH:3]=2)=[O:30])[CH:23]=[CH:24][C:25]=1[O:26][CH3:27], predict the reactants needed to synthesize it. The reactants are: [NH2:1][C:2]1[CH:13]=[CH:12][C:5]([O:6][CH2:7][C:8]([O:10][CH3:11])=[O:9])=[C:4]([C:14](=[O:17])[CH2:15][CH3:16])[CH:3]=1.[CH3:18][O:19][C:20]1[CH:21]=[C:22]([N:28]=[C:29]=[O:30])[CH:23]=[CH:24][C:25]=1[O:26][CH3:27].